From a dataset of Peptide-MHC class I binding affinity with 185,985 pairs from IEDB/IMGT. Regression. Given a peptide amino acid sequence and an MHC pseudo amino acid sequence, predict their binding affinity value. This is MHC class I binding data. The peptide sequence is HLPLSPRTL. The MHC is Mamu-B1001 with pseudo-sequence Mamu-B1001. The binding affinity (normalized) is 0.528.